This data is from Reaction yield outcomes from USPTO patents with 853,638 reactions. The task is: Predict the reaction yield, written as a fraction of the theoretical maximum amount of product (1.0 means a 100% yield; for example, 0.34 means a 34% yield). (1) The reactants are [NH2:1][C:2]1[N:7]=[CH:6][C:5]([C:8]2[CH:13]=[CH:12][C:11]([C:14]3([C:17]([OH:19])=[O:18])[CH2:16][CH2:15]3)=[CH:10][CH:9]=2)=[CH:4][N:3]=1.Cl[CH:21]([C:24]1([C:27]2[CH:28]=[C:29]3[C:34](=[CH:35][CH:36]=2)[N:33]=[CH:32][CH:31]=[CH:30]3)[CH2:26][CH2:25]1)[CH:22]=O. The catalyst is C(O)C. The product is [N:33]1[C:34]2[C:29](=[CH:28][C:27]([C:24]3([C:21]4[N:7]5[CH:6]=[C:5]([C:8]6[CH:9]=[CH:10][C:11]([C:14]7([C:17]([OH:19])=[O:18])[CH2:16][CH2:15]7)=[CH:12][CH:13]=6)[CH:4]=[N:3][C:2]5=[N:1][CH:22]=4)[CH2:26][CH2:25]3)=[CH:36][CH:35]=2)[CH:30]=[CH:31][CH:32]=1. The yield is 0.310. (2) The catalyst is C1COCC1. The product is [C:21]([O:20][C:18](=[O:19])[O:17][C:14]1[CH:15]=[CH:16][C:11]([CH2:10][C@H:9]([NH:8][C:1]([O:3][C:4]([CH3:7])([CH3:6])[CH3:5])=[O:2])[C:25](=[O:27])[NH2:36])=[CH:12][CH:13]=1)([CH3:24])([CH3:23])[CH3:22]. The reactants are [C:1]([NH:8][C@H:9]([C:25]([OH:27])=O)[CH2:10][C:11]1[CH:16]=[CH:15][C:14]([O:17][C:18]([O:20][C:21]([CH3:24])([CH3:23])[CH3:22])=[O:19])=[CH:13][CH:12]=1)([O:3][C:4]([CH3:7])([CH3:6])[CH3:5])=[O:2].C(OC(Cl)=O)C(C)C.[NH3:36].C(O)(C)C. The yield is 0.620. (3) The reactants are [CH2:1]([O:8][C@@H:9]1[C@@H:15]([O:16][CH2:17][C:18]2[CH:23]=[CH:22][CH:21]=[CH:20][CH:19]=2)[C@:14]2([C:25]3[CH:30]=[CH:29][C:28]([Cl:31])=[C:27]([CH2:32][C:33]4[CH:38]=[CH:37][C:36]([O:39][CH2:40][CH3:41])=[CH:35][CH:34]=4)[CH:26]=3)[O:24][C@@:11]([CH2:42][O:43][Si:44]([C:47]([CH3:50])([CH3:49])[CH3:48])([CH3:46])[CH3:45])([CH2:12][O:13]2)[C@H:10]1[OH:51])[C:2]1[CH:7]=[CH:6][CH:5]=[CH:4][CH:3]=1.CC(OI1(OC(C)=O)(OC(C)=O)OC(=O)C2C=CC=CC1=2)=O.[Na]. The catalyst is ClCCl. The product is [CH2:1]([O:8][C@@H:9]1[C@@H:15]([O:16][CH2:17][C:18]2[CH:19]=[CH:20][CH:21]=[CH:22][CH:23]=2)[C@:14]2([C:25]3[CH:30]=[CH:29][C:28]([Cl:31])=[C:27]([CH2:32][C:33]4[CH:38]=[CH:37][C:36]([O:39][CH2:40][CH3:41])=[CH:35][CH:34]=4)[CH:26]=3)[O:24][C@@:11]([CH2:42][O:43][Si:44]([C:47]([CH3:50])([CH3:49])[CH3:48])([CH3:46])[CH3:45])([CH2:12][O:13]2)[C:10]1=[O:51])[C:2]1[CH:3]=[CH:4][CH:5]=[CH:6][CH:7]=1. The yield is 1.00.